This data is from Full USPTO retrosynthesis dataset with 1.9M reactions from patents (1976-2016). The task is: Predict the reactants needed to synthesize the given product. Given the product [CH2:1]([N:8]1[CH:9]2[CH2:15][CH2:14][CH:13]1[CH2:12][CH:11]([NH:16][C:17]1[C:18]([NH2:23])=[CH:19][CH:20]=[CH:21][CH:22]=1)[CH2:10]2)[C:2]1[CH:3]=[CH:4][CH:5]=[CH:6][CH:7]=1, predict the reactants needed to synthesize it. The reactants are: [CH2:1]([N:8]1[CH:13]2[CH2:14][CH2:15][CH:9]1[CH2:10][CH:11]([NH:16][C:17]1[CH:22]=[CH:21][CH:20]=[CH:19][C:18]=1[N+:23]([O-])=O)[CH2:12]2)[C:2]1[CH:7]=[CH:6][CH:5]=[CH:4][CH:3]=1.